The task is: Predict the reactants needed to synthesize the given product.. This data is from Full USPTO retrosynthesis dataset with 1.9M reactions from patents (1976-2016). (1) Given the product [CH3:25][O:24][C:22](=[O:23])[CH2:21][CH2:20][CH2:19][C:17](=[O:18])[NH:8][C:5]1[CH:6]=[CH:7][C:2]([I:1])=[CH:3][CH:4]=1, predict the reactants needed to synthesize it. The reactants are: [I:1][C:2]1[CH:7]=[CH:6][C:5]([NH2:8])=[CH:4][CH:3]=1.C(N(CC)CC)C.Cl[C:17]([CH2:19][CH2:20][CH2:21][C:22]([O:24][CH3:25])=[O:23])=[O:18]. (2) Given the product [F:38][CH:9]([F:8])[CH2:10][NH:11][C:12]1[N:17]=[C:16]2[CH:18]([CH3:22])[N:19]([C:2](=[O:1])[CH3:4])[CH2:20][CH2:21][C:15]2=[N:14][C:13]=1[N:23]1[CH2:28][CH2:27][CH:26]([O:29][C:30]2[CH:35]=[CH:34][C:33]([F:36])=[CH:32][C:31]=2[F:37])[CH2:25][CH2:24]1.[C:2]([OH:3])([C:4]([F:7])([F:6])[F:5])=[O:1], predict the reactants needed to synthesize it. The reactants are: [OH:1][C:2]([C:4]([F:7])([F:6])[F:5])=[O:3].[F:8][CH:9]([F:38])[CH2:10][NH:11][C:12]1[N:17]=[C:16]2[CH:18]([CH3:22])[NH:19][CH2:20][CH2:21][C:15]2=[N:14][C:13]=1[N:23]1[CH2:28][CH2:27][CH:26]([O:29][C:30]2[CH:35]=[CH:34][C:33]([F:36])=[CH:32][C:31]=2[F:37])[CH2:25][CH2:24]1.CCN(C(C)C)C(C)C.C(OC(=O)C)(=O)C. (3) Given the product [F:1][C:2]1[CH:3]=[CH:4][C:5]([C:8]2[C:12](/[CH:13]=[CH:14]/[C:15]3[CH:16]=[C:17]([C:20]([N:35]4[CH2:36][C:33]5([CH2:30][O:31][CH2:32]5)[CH2:34]4)=[O:22])[NH:18][N:19]=3)=[C:11]([CH3:23])[O:10][N:9]=2)=[CH:6][CH:7]=1, predict the reactants needed to synthesize it. The reactants are: [F:1][C:2]1[CH:7]=[CH:6][C:5]([C:8]2[C:12](/[CH:13]=[CH:14]/[C:15]3[CH:16]=[C:17]([C:20]([OH:22])=O)[NH:18][N:19]=3)=[C:11]([CH3:23])[O:10][N:9]=2)=[CH:4][CH:3]=1.C([O-])(=O)C([O-])=O.[CH2:30]1[C:33]2([CH2:36][NH2+:35][CH2:34]2)[CH2:32][O:31]1.[CH2:30]1[C:33]2([CH2:36][NH2+:35][CH2:34]2)[CH2:32][O:31]1. (4) Given the product [NH2:20][C:19]1[C:2]([C:1]2[N:10]([CH2:11][CH3:12])[C:9]3[CH:8]=[CH:7][CH:6]=[C:5]([NH:13][CH2:25][CH3:26])[C:4]=3[N:3]=2)=[N:23][O:22][N:21]=1, predict the reactants needed to synthesize it. The reactants are: [CH2:1]([NH:3][C:4]1[C:9]([NH:10][CH2:11][CH3:12])=[CH:8][CH:7]=[CH:6][C:5]=1[NH2:13])[CH3:2].CC1N=C(O)C2[C:19](=[N:21][O:22][N:23]=2)[N:20]=1.[C:25](O)(=O)[CH3:26]. (5) Given the product [C:32]([N:41]([CH2:17][C:18]1[N:19]=[C:20]([C:23]2[CH:31]=[CH:30][C:26]([C:27]([NH:13][CH2:12][C:11]3[CH:10]=[CH:9][C:8]([O:1][C:2]4[CH:3]=[CH:4][CH:5]=[CH:6][CH:7]=4)=[CH:15][CH:14]=3)=[O:28])=[CH:25][CH:24]=2)[S:21][CH:22]=1)[C:42]1[CH:54]=[CH:53][C:45]([OH:46])=[C:44]([CH:43]=1)[C:49]([OH:50])=[O:48])(=[O:39])[C:33]1[CH:38]=[CH:37][CH:36]=[CH:35][CH:34]=1, predict the reactants needed to synthesize it. The reactants are: [O:1]([C:8]1[CH:15]=[CH:14][C:11]([CH2:12][NH2:13])=[CH:10][CH:9]=1)[C:2]1[CH:7]=[CH:6][CH:5]=[CH:4][CH:3]=1.Cl[CH2:17][C:18]1[N:19]=[C:20]([C:23]2[CH:31]=[CH:30][C:26]([C:27](Cl)=[O:28])=[CH:25][CH:24]=2)[S:21][CH:22]=1.[C:32](Cl)(=[O:39])[C:33]1[CH:38]=[CH:37][CH:36]=[CH:35][CH:34]=1.[NH2:41][C:42]1[CH:54]=[CH:53][C:45]2[O:46]C(C)(C)[O:48][C:49](=[O:50])[C:44]=2[CH:43]=1. (6) Given the product [F:21][C:20]1[CH:15]=[C:16]([F:23])[CH:17]=[C:18]([F:22])[C:19]=1[CH:2]([C:3]([O:5][CH2:6][CH3:7])=[O:4])[C:1]([O:9][CH2:10][CH3:11])=[O:8], predict the reactants needed to synthesize it. The reactants are: [C:1]([O:9][CH2:10][CH3:11])(=[O:8])[CH2:2][C:3]([O:5][CH2:6][CH3:7])=[O:4].[H-].[Na+].Br[C:15]1[C:20]([F:21])=[CH:19][C:18]([F:22])=[CH:17][C:16]=1[F:23].Cl. (7) Given the product [F:43][C:41]1[C:35]2[O:36][CH2:37][C:38](=[O:40])[NH:39][C:34]=2[CH:33]=[C:32]([C:30]2[N:9]([C:6]3[CH:7]=[CH:8][C:3]([F:2])=[CH:4][C:5]=3[CH3:11])[N:10]=[C:28]([C:27]([F:46])([F:45])[F:26])[CH:29]=2)[CH:42]=1, predict the reactants needed to synthesize it. The reactants are: Cl.[F:2][C:3]1[CH:8]=[CH:7][C:6]([NH:9][NH2:10])=[C:5]([CH3:11])[CH:4]=1.C(N(CC)CC)C.FC(F)(F)C(O)=O.[F:26][C:27]([F:46])([F:45])[C:28](=O)[CH2:29][C:30]([C:32]1[CH:42]=[C:41]([F:43])[C:35]2[O:36][CH2:37][C:38](=[O:40])[NH:39][C:34]=2[CH:33]=1)=O.